Dataset: Experimentally validated miRNA-target interactions with 360,000+ pairs, plus equal number of negative samples. Task: Binary Classification. Given a miRNA mature sequence and a target amino acid sequence, predict their likelihood of interaction. (1) The miRNA is hsa-miR-718 with sequence CUUCCGCCCCGCCGGGCGUCG. The protein sequence of the target gene is MELSQLLNEIRANYEKILTRNQIETVLSTRIQLEEDISKKMDKDEEALKAAQAELKEARRQWHHLQVEIESLHAVERGLENSLHASEQHYQMQLQDLETVIEGLEKELQEVRRGIEKQLQEHEMLLNTKMRLEQEIATYRHLLEKEEIRYYGCIQGGKKDKKPTTSRVGFVLPSAIINEISFTTKVPQKYENENVETVTKQAILNGSIVKESTEAHGTIQTEKVDEVIKEWEGSFFKDNPRLRKKSVSLRFDLHLAATDEGCLETKQDNLPDIEVRLIMRRSCSIPSIKPPSTAN. Result: 0 (no interaction). (2) The miRNA is hsa-miR-3194-3p with sequence AGCUCUGCUGCUCACUGGCAGU. The protein sequence of the target gene is MAAWGKKHAGKDPVRDECEERNRFTETREEDVTDEHGEREPFAETDEHTGANTKKPEDTAEDLTAKRKRMKMDKTCSKTKNKSKHALRKKQLKRQKRDYIHSLKLLNVLEEYITDEQKEEEEEEGEEEELIRIFQEQQKKWQQYRSVRRERLKEMKLLRDQFVKALEDFEDLCDRVFSDEDSELDN. Result: 1 (interaction). (3) The miRNA is hsa-miR-6879-3p with sequence UGUCACCCGCUCCUUGCCCAG. The protein sequence of the target gene is MGGLKRKHSDLEEEEEEEKWDWSPTALRSYQQALLRISLDKVQRSLGPRAPSLRRHVLIHNTLQQLQAAIRLAPAPALPPEPLFLGEEDFSLSTTIGSILRELDTSMDEMEPPLNPAASSSPQNEIVSQADPVFLEALSSRYLGDSGLDDFFLDIDTSAVEKDVALPPPEPPHSLFCSPGSWEWNELDHIMEIILGS. Result: 0 (no interaction).